From a dataset of Reaction yield outcomes from USPTO patents with 853,638 reactions. Predict the reaction yield, written as a fraction of the theoretical maximum amount of product (1.0 means a 100% yield; for example, 0.34 means a 34% yield). (1) The reactants are [NH2:1][C:2]1[CH:9]=[C:8]([CH3:10])[C:5]([CH:6]=[O:7])=[C:4]([CH3:11])[CH:3]=1.[Cl:12][C:13]1[CH:18]=[C:17]([Cl:19])[CH:16]=[CH:15][C:14]=1[S:20](Cl)(=[O:22])=[O:21].[Cl-].[NH4+]. The catalyst is C(Cl)Cl.N1C=CC=CC=1. The product is [Cl:12][C:13]1[CH:18]=[C:17]([Cl:19])[CH:16]=[CH:15][C:14]=1[S:20]([NH:1][C:2]1[CH:3]=[C:4]([CH3:11])[C:5]([CH:6]=[O:7])=[C:8]([CH3:10])[CH:9]=1)(=[O:22])=[O:21]. The yield is 0.340. (2) The reactants are Cl.O.[OH:3][B:4]1[C:8]2[CH:9]=[C:10]([O:14][C:15]3[S:16][C:17]([N+:20]([O-])=O)=[N:18][N:19]=3)[CH:11]=[C:12]([CH3:13])[C:7]=2[CH:6]([CH2:23][C:24]([O:26][CH2:27][CH3:28])=[O:25])[O:5]1. The catalyst is C(O)C.[Fe]. The product is [NH2:20][C:17]1[S:16][C:15]([O:14][C:10]2[CH:11]=[C:12]([CH3:13])[C:7]3[CH:6]([CH2:23][C:24]([O:26][CH2:27][CH3:28])=[O:25])[O:5][B:4]([OH:3])[C:8]=3[CH:9]=2)=[N:19][N:18]=1. The yield is 0.630. (3) The reactants are N1CCCCC1.[CH3:7][O:8][C:9]1[CH:10]=[C:11]([CH:14]=[CH:15][C:16]=1[O:17][C:18]#[C:19][CH2:20][CH3:21])[CH:12]=O.C([CH2:25][C:26]([NH:28][C:29]1[CH:37]=[CH:36][CH:35]=[CH:34][C:30]=1[C:31]([OH:33])=[O:32])=[O:27])(O)=O.Cl. The catalyst is C1(C)C=CC=CC=1. The product is [CH2:18]([O:17][C:16]1[CH:15]=[CH:14][C:11](/[CH:12]=[CH:25]/[C:26]([NH:28][C:29]2[CH:37]=[CH:36][CH:35]=[CH:34][C:30]=2[C:31]([OH:33])=[O:32])=[O:27])=[CH:10][C:9]=1[O:8][CH3:7])[CH2:19][C:20]#[CH:21]. The yield is 0.750. (4) The reactants are [C:1]([NH:4][C:5]1[C:6]([Cl:17])=[N:7][C:8]([C:11]2[CH:16]=[CH:15][CH:14]=[CH:13][CH:12]=2)=[N:9][CH:10]=1)(=[O:3])[CH3:2].[CH2:18]([NH2:25])[C:19]1[CH:24]=[CH:23][CH:22]=[CH:21][CH:20]=1.C(N(CC)CC)C. The catalyst is C(O)(C)C. The product is [ClH:17].[C:1]([NH:4][C:5]1[C:6]([NH:25][CH2:18][C:19]2[CH:24]=[CH:23][CH:22]=[CH:21][CH:20]=2)=[N:7][C:8]([C:11]2[CH:16]=[CH:15][CH:14]=[CH:13][CH:12]=2)=[N:9][CH:10]=1)(=[O:3])[CH3:2]. The yield is 0.856. (5) The reactants are [N:1]1([CH2:7][C:8]2[CH:9]=[C:10]([NH2:15])[C:11]([NH2:14])=[CH:12][CH:13]=2)[CH2:6][CH2:5][O:4][CH2:3][CH2:2]1.[CH3:16][O:17][C:18]1[CH:35]=[CH:34][C:21]([CH2:22][N:23]2[CH:27]=[C:26]([N+:28]([O-:30])=[O:29])[C:25]([C:31](O)=O)=[N:24]2)=[CH:20][CH:19]=1.C(Cl)CCl.C1C=CC2N(O)N=NC=2C=1. The catalyst is CN(C=O)C. The product is [CH3:16][O:17][C:18]1[CH:19]=[CH:20][C:21]([CH2:22][N:23]2[CH:27]=[C:26]([N+:28]([O-:30])=[O:29])[C:25]([C:31]3[NH:14][C:11]4[CH:12]=[CH:13][C:8]([CH2:7][N:1]5[CH2:6][CH2:5][O:4][CH2:3][CH2:2]5)=[CH:9][C:10]=4[N:15]=3)=[N:24]2)=[CH:34][CH:35]=1. The yield is 0.370. (6) The reactants are [NH2:1][C:2]1[N:7]=[CH:6][C:5]([N:8]2[CH2:13][CH2:12][N:11]([C:14]([O:16][C:17]([CH3:20])([CH3:19])[CH3:18])=[O:15])[CH2:10][C:9]2([CH3:22])[CH3:21])=[CH:4][CH:3]=1.Br[C:24]1[C:25](=[O:32])[N:26]([CH3:31])[CH:27]=[C:28]([Br:30])[CH:29]=1.C(=O)([O-])[O-].[Cs+].[Cs+].CC1(C)C2C(=C(P(C3C=CC=CC=3)C3C=CC=CC=3)C=CC=2)OC2C(P(C3C=CC=CC=3)C3C=CC=CC=3)=CC=CC1=2. The catalyst is C1C=CC(/C=C/C(/C=C/C2C=CC=CC=2)=O)=CC=1.C1C=CC(/C=C/C(/C=C/C2C=CC=CC=2)=O)=CC=1.C1C=CC(/C=C/C(/C=C/C2C=CC=CC=2)=O)=CC=1.[Pd].[Pd].O1CCOCC1. The product is [Br:30][C:28]1[CH:29]=[C:24]([NH:1][C:2]2[N:7]=[CH:6][C:5]([N:8]3[CH2:13][CH2:12][N:11]([C:14]([O:16][C:17]([CH3:20])([CH3:19])[CH3:18])=[O:15])[CH2:10][C:9]3([CH3:22])[CH3:21])=[CH:4][CH:3]=2)[C:25](=[O:32])[N:26]([CH3:31])[CH:27]=1. The yield is 0.790. (7) The reactants are [CH3:1][C:2]1[CH:7]=[CH:6][C:5](S(Cl)(=O)=O)=[CH:4][CH:3]=1.N1C=C[CH:15]=[CH:14][CH:13]=1.[Cl-].[Na+].[OH2:20]. The catalyst is O. The product is [CH2:1]=[C:2]1[CH2:7][C@H:6]2[CH2:5][C@H:4]([CH2:13][C:14](=[O:20])[CH2:15]2)[CH2:3]1. The yield is 0.670. (8) The reactants are [NH2:1][C:2]1[N:7]=[C:6]([NH:8][C@@H:9]2[CH2:14][CH2:13][C@H:12]([O:15][CH2:16][CH2:17][OH:18])[CH2:11][CH2:10]2)[C:5](Br)=[C:4]([CH3:20])[N:3]=1.[C:21]([O:25][CH2:26][CH3:27])(=[O:24])[CH:22]=[CH2:23]. The catalyst is C(N(CC)CC)C.C1C=CC(P(C2C=CC=CC=2)C2C=CC=CC=2)=CC=1.C1C=CC(P(C2C=CC=CC=2)C2C=CC=CC=2)=CC=1.C1C=CC(P(C2C=CC=CC=2)C2C=CC=CC=2)=CC=1.C1C=CC(P(C2C=CC=CC=2)C2C=CC=CC=2)=CC=1.[Pd]. The product is [NH2:1][C:2]1[N:7]=[C:6]([NH:8][C@H:9]2[CH2:14][CH2:13][C@@H:12]([O:15][CH2:16][CH2:17][OH:18])[CH2:11][CH2:10]2)[C:5](/[CH:23]=[CH:22]/[C:21]([O:25][CH2:26][CH3:27])=[O:24])=[C:4]([CH3:20])[N:3]=1. The yield is 0.840. (9) The reactants are Cl.[CH2:2]([O:9][C:10]1[CH:18]=[CH:17][C:13]([C:14]([NH2:16])=[NH:15])=[C:12]([F:19])[CH:11]=1)[C:3]1[CH:8]=[CH:7][CH:6]=[CH:5][CH:4]=1.C(=O)([O-])O.[K+].O.Cl[CH2:27][C:28]([C:30]1[N:31]([CH:35]([CH3:37])[CH3:36])[N:32]=[CH:33][N:34]=1)=O. The catalyst is C1COCC1.[Na+].[Cl-]. The product is [CH2:2]([O:9][C:10]1[CH:18]=[CH:17][C:13]([C:14]2[NH:16][CH:27]=[C:28]([C:30]3[N:31]([CH:35]([CH3:37])[CH3:36])[N:32]=[CH:33][N:34]=3)[N:15]=2)=[C:12]([F:19])[CH:11]=1)[C:3]1[CH:4]=[CH:5][CH:6]=[CH:7][CH:8]=1. The yield is 0.840.